This data is from Reaction yield outcomes from USPTO patents with 853,638 reactions. The task is: Predict the reaction yield, written as a fraction of the theoretical maximum amount of product (1.0 means a 100% yield; for example, 0.34 means a 34% yield). (1) The reactants are [Cl:1][C:2]1[N:3]=[CH:4][C:5]2[CH:10]=[C:9]([CH:11](OCC)[O:12]CC)[N:8]([CH:18]3[CH2:22][CH2:21][CH2:20][CH2:19]3)[C:6]=2[N:7]=1.Cl.O.CCCCCCC.C(OCC)(=O)C. The catalyst is O1CCOCC1. The product is [Cl:1][C:2]1[N:3]=[CH:4][C:5]2[CH:10]=[C:9]([CH:11]=[O:12])[N:8]([CH:18]3[CH2:19][CH2:20][CH2:21][CH2:22]3)[C:6]=2[N:7]=1. The yield is 0.820. (2) The yield is 0.710. The catalyst is O. The product is [Cl:1][C:2]1[CH:7]=[CH:6][CH:5]=[C:4]2[C:3]=1[C:8](=[O:21])[CH:9]([CH2:10][C:11]13[CH2:20][CH:15]4[CH2:16][CH:17]([CH2:19][CH:13]([CH2:14]4)[CH2:12]1)[CH2:18]3)[CH2:22]2. The reactants are [Cl:1][C:2]1[CH:7]=[CH:6][CH:5]=[CH:4][C:3]=1[C:8](=[O:21])[CH2:9][CH2:10][C:11]12[CH2:20][CH:15]3[CH2:16][CH:17]([CH2:19][CH:13]([CH2:14]3)[CH2:12]1)[CH2:18]2.[CH2:22]1N2CN3CN(C2)CN1C3.C(OC(=O)C)(=O)C.[OH-].[Na+]. (3) The reactants are COCCO[AlH2-]OCCOC.[Na+].[NH2:13][C:14]1[C:19]([C:20](OCC)=[O:21])=[C:18]([C:25]2[CH:30]=[CH:29][C:28]([CH3:31])=[CH:27][CH:26]=2)[C:17]([C:32]([O:34][CH3:35])=[O:33])=[C:16]([CH3:36])[N:15]=1. The catalyst is O1CCCC1. The product is [NH2:13][C:14]1[C:19]([CH2:20][OH:21])=[C:18]([C:25]2[CH:26]=[CH:27][C:28]([CH3:31])=[CH:29][CH:30]=2)[C:17]([C:32]([O:34][CH3:35])=[O:33])=[C:16]([CH3:36])[N:15]=1. The yield is 0.880. (4) No catalyst specified. The reactants are [OH:1][C:2]1[CH:3]=[C:4]([NH:8][C:9]2[N:14]=[C:13]([NH:15][C:16]3[CH:21]=[CH:20][CH:19]=[C:18]([OH:22])[CH:17]=3)[C:12]([F:23])=[CH:11][N:10]=2)[CH:5]=[CH:6][CH:7]=1.OC1C=C(C=CC=1[C:32]([O:34][CH3:35])=[O:33])N.ClC1N=C(Cl)C(F)=CN=1. The yield is 0.410. The product is [OH:1][C:2]1[CH:3]=[C:4]([NH:8][C:9]2[N:14]=[C:13]([NH:15][C:16]3[CH:21]=[CH:20][C:19]([C:32]([O:34][CH3:35])=[O:33])=[C:18]([OH:22])[CH:17]=3)[C:12]([F:23])=[CH:11][N:10]=2)[CH:5]=[CH:6][C:7]=1[C:32]([O:34][CH3:35])=[O:33]. (5) The reactants are [CH2:1]([O:3][C:4]1[C:8]([CH2:9][CH2:10][CH2:11][OH:12])=[CH:7][N:6]([C:13]2[CH:18]=[CH:17][C:16]([C:19]([F:22])([F:21])[F:20])=[CH:15][N:14]=2)[N:5]=1)[CH3:2].O[C:24]1[CH:29]=[CH:28][C:27]([CH2:30][CH2:31][C:32]([O:34]CC)=[O:33])=[CH:26][C:25]=1[O:37][CH3:38].C(P(CCCC)CCCC)CCC.N(C(N1CCCCC1)=O)=NC(N1CCCCC1)=O. The catalyst is O1CCCC1. The product is [CH2:1]([O:3][C:4]1[C:8]([CH2:9][CH2:10][CH2:11][O:12][C:24]2[CH:29]=[CH:28][C:27]([CH2:30][CH2:31][C:32]([OH:34])=[O:33])=[CH:26][C:25]=2[O:37][CH3:38])=[CH:7][N:6]([C:13]2[CH:18]=[CH:17][C:16]([C:19]([F:21])([F:20])[F:22])=[CH:15][N:14]=2)[N:5]=1)[CH3:2]. The yield is 0.690. (6) The reactants are [O:1]([C:8]1[N:13]=[CH:12][C:11]([CH2:14]O)=[CH:10][CH:9]=1)[C:2]1[CH:7]=[CH:6][CH:5]=[CH:4][CH:3]=1.S(Cl)([Cl:18])=O.C(=O)(O)[O-].[Na+]. The catalyst is ClCCl. The product is [Cl:18][CH2:14][C:11]1[CH:10]=[CH:9][C:8]([O:1][C:2]2[CH:7]=[CH:6][CH:5]=[CH:4][CH:3]=2)=[N:13][CH:12]=1. The yield is 0.898. (7) The reactants are [CH3:1][N:2]1[CH2:7][CH2:6][C:5](=O)[CH2:4][CH2:3]1.Cl.[CH3:10][O:11][C:12]1[CH:19]=[C:18]([O:20][CH3:21])[CH:17]=[CH:16][C:13]=1[CH2:14][NH2:15].[SH:22][CH2:23][C:24](O)=[O:25].O. The catalyst is C1C=CC=CC=1. The product is [CH3:10][O:11][C:12]1[CH:19]=[C:18]([O:20][CH3:21])[CH:17]=[CH:16][C:13]=1[CH2:14][N:15]1[C:5]2([CH2:6][CH2:7][N:2]([CH3:1])[CH2:3][CH2:4]2)[S:22][CH2:23][C:24]1=[O:25]. The yield is 0.150. (8) The reactants are [C:1]1([CH2:7][CH2:8][NH2:9])[CH:6]=[CH:5][CH:4]=[CH:3][CH:2]=1.C([O-])([O-])=O.[K+].[K+].Br[CH2:17][CH2:18][CH:19]=[CH2:20]. No catalyst specified. The product is [CH2:20]([NH:9][CH2:8][CH2:7][C:1]1[CH:6]=[CH:5][CH:4]=[CH:3][CH:2]=1)[CH2:19][CH:18]=[CH2:17]. The yield is 0.620.